Dataset: Forward reaction prediction with 1.9M reactions from USPTO patents (1976-2016). Task: Predict the product of the given reaction. (1) Given the reactants [CH3:1][C:2]1[N:3]=[CH:4][C:5]([NH:8][C:9]2[C:18]3[C:13](=[CH:14][CH:15]=[C:16]([OH:19])[CH:17]=3)[N:12]=[CH:11][N:10]=2)=[N:6][CH:7]=1.C(O[CH:23](OCC)[CH2:24][O:25][C:26]1[CH:27]=[CH:28][C:29](F)=[N:30][CH:31]=1)C.[CH2:36]([NH2:38])[CH3:37].O1CCCC1, predict the reaction product. The product is: [CH2:36]([NH:38][CH2:23][CH2:24][O:25][C:26]1[CH:27]=[CH:28][C:29]([O:19][C:16]2[CH:17]=[C:18]3[C:13](=[CH:14][CH:15]=2)[N:12]=[CH:11][N:10]=[C:9]3[NH:8][C:5]2[CH:4]=[N:3][C:2]([CH3:1])=[CH:7][N:6]=2)=[N:30][CH:31]=1)[CH3:37]. (2) Given the reactants [Cl:1][C:2]1[CH:17]=[CH:16][C:5]([O:6][C:7]2[CH:15]=[CH:14][C:10]([C:11](O)=[O:12])=[CH:9][CH:8]=2)=[CH:4][C:3]=1[C:18]([F:21])([F:20])[F:19].COC1C=C[C:27]([CH2:28][N:29](C)[S:30]([NH2:33])(=[O:32])=[O:31])=CC=1.C(O)(C(F)(F)F)=O, predict the reaction product. The product is: [CH2:28]([NH:29][CH2:3][CH3:18])[CH3:27].[Cl:1][C:2]1[CH:17]=[CH:16][C:5]([O:6][C:7]2[CH:15]=[CH:14][C:10]([C:11]([NH:33][S:30]([NH:29][CH3:28])(=[O:32])=[O:31])=[O:12])=[CH:9][CH:8]=2)=[CH:4][C:3]=1[C:18]([F:21])([F:20])[F:19].